This data is from Reaction yield outcomes from USPTO patents with 853,638 reactions. The task is: Predict the reaction yield, written as a fraction of the theoretical maximum amount of product (1.0 means a 100% yield; for example, 0.34 means a 34% yield). (1) The reactants are [Cl:1][C:2]1[C:3]([F:11])=[C:4](N)[CH:5]=[C:6]([Cl:9])[C:7]=1[F:8].N([O-])=O.[Na+].[BrH:16]. The catalyst is O. The product is [Br:16][C:4]1[CH:5]=[C:6]([Cl:9])[C:7]([F:8])=[C:2]([Cl:1])[C:3]=1[F:11]. The yield is 0.480. (2) The reactants are Br[CH2:2][C:3]1[C:12]2[C:7](=[CH:8][CH:9]=[CH:10][CH:11]=2)[NH:6][C:5](=[O:13])[CH:4]=1.[O:14]1[CH:18]=[CH:17][CH:16]=[C:15]1[CH2:19][NH:20][C:21]1[CH:26]=[CH:25][CH:24]=[CH:23][CH:22]=1.C([O-])([O-])=O.[K+].[K+]. The catalyst is CN(C=O)C. The product is [O:14]1[CH:18]=[CH:17][CH:16]=[C:15]1[CH2:19][N:20]([CH2:2][C:3]1[C:12]2[C:7](=[CH:8][CH:9]=[CH:10][CH:11]=2)[NH:6][C:5](=[O:13])[CH:4]=1)[C:21]1[CH:22]=[CH:23][CH:24]=[CH:25][CH:26]=1. The yield is 0.280. (3) The reactants are [CH3:1][O:2][C:3]1[CH:4]=[C:5]2[C:10](=[CH:11][C:12]=1[O:13][CH3:14])[N:9]=[CH:8][CH:7]=[C:6]2[O:15][C:16]1[CH:22]=[CH:21][C:19]([NH2:20])=[CH:18][CH:17]=1.C1(C)C=CC=CC=1.C(N(CC)CC)C.Cl[C:38](Cl)([O:40]C(=O)OC(Cl)(Cl)Cl)Cl.[Br:49][C:50]1[CH:51]=[C:52]([CH:56]=[CH:57][CH:58]=1)[CH:53]([OH:55])[CH3:54]. The catalyst is C(Cl)Cl. The product is [CH3:1][O:2][C:3]1[CH:4]=[C:5]2[C:10](=[CH:11][C:12]=1[O:13][CH3:14])[N:9]=[CH:8][CH:7]=[C:6]2[O:15][C:16]1[CH:22]=[CH:21][C:19]([NH:20][C:38](=[O:40])[O:55][CH:53]([C:52]2[CH:56]=[CH:57][CH:58]=[C:50]([Br:49])[CH:51]=2)[CH3:54])=[CH:18][CH:17]=1. The yield is 5.84. (4) The reactants are [OH:1][C:2]([CH3:7])([CH3:6])[C:3]([OH:5])=[O:4].[H-].[Na+].Br[CH2:11][C:12]1[CH:17]=[CH:16][CH:15]=[CH:14][CH:13]=1. The catalyst is C1COCC1. The product is [OH:1][C:2]([CH3:7])([CH3:6])[C:3]([O:5][CH2:11][C:12]1[CH:17]=[CH:16][CH:15]=[CH:14][CH:13]=1)=[O:4]. The yield is 0.830. (5) The reactants are [NH2:1][C:2]1[C:3]([C:9]#[N:10])=[N:4][C:5](Br)=[CH:6][N:7]=1.[Cl:11][C:12]1[CH:17]=[CH:16][C:15](B(O)O)=[C:14]([F:21])[CH:13]=1.C([O-])([O-])=O.[Na+].[Na+].C(Cl)Cl. The catalyst is O1CCOCC1. The product is [NH2:1][C:2]1[C:3]([C:9]#[N:10])=[N:4][C:5]([C:15]2[CH:16]=[CH:17][C:12]([Cl:11])=[CH:13][C:14]=2[F:21])=[CH:6][N:7]=1. The yield is 0.840. (6) The reactants are [CH3:1][N:2]([CH3:12])[C:3]1[CH:11]=[CH:10][C:6]([C:7]([OH:9])=O)=[CH:5][CH:4]=1.C(Cl)(=O)C(Cl)=O.[NH2:19][C:20]1[CH:25]=[CH:24][C:23]([N:26]2[C:32](=[O:33])[CH2:31][C:30](=[O:34])[NH:29][C:28]3[C:35]4[C:40]([CH:41]=[CH:42][C:27]2=3)=[CH:39][CH:38]=[CH:37][CH:36]=4)=[CH:22][CH:21]=1. No catalyst specified. The product is [CH3:12][N:2]([CH3:1])[C:3]1[CH:4]=[CH:5][C:6]([C:7]([NH:19][C:20]2[CH:25]=[CH:24][C:23]([N:26]3[C:32](=[O:33])[CH2:31][C:30](=[O:34])[NH:29][C:28]4[C:35]5[C:40]([CH:41]=[CH:42][C:27]3=4)=[CH:39][CH:38]=[CH:37][CH:36]=5)=[CH:22][CH:21]=2)=[O:9])=[CH:10][CH:11]=1. The yield is 0.260.